From a dataset of Full USPTO retrosynthesis dataset with 1.9M reactions from patents (1976-2016). Predict the reactants needed to synthesize the given product. (1) Given the product [N:34]1([CH2:39][C:40]([N:20]2[C@H:16]([C:14](=[O:15])[NH:13][C:10]3[CH:11]=[CH:12][C:7]([O:6][C:5]4[CH:4]=[CH:3][C:2]([F:1])=[CH:33][CH:32]=4)=[CH:8][CH:9]=3)[CH2:17][C@@H:18]([NH:21][C:22](=[O:31])[O:23][CH2:24][C:25]3[CH:26]=[CH:27][CH:28]=[CH:29][CH:30]=3)[CH2:19]2)=[O:41])[CH:38]=[N:37][CH:36]=[N:35]1, predict the reactants needed to synthesize it. The reactants are: [F:1][C:2]1[CH:33]=[CH:32][C:5]([O:6][C:7]2[CH:12]=[CH:11][C:10]([NH:13][C:14]([C@H:16]3[NH:20][CH2:19][C@H:18]([NH:21][C:22](=[O:31])[O:23][CH2:24][C:25]4[CH:30]=[CH:29][CH:28]=[CH:27][CH:26]=4)[CH2:17]3)=[O:15])=[CH:9][CH:8]=2)=[CH:4][CH:3]=1.[N:34]1([CH2:39][C:40](O)=[O:41])[CH:38]=[N:37][CH:36]=[N:35]1. (2) Given the product [C:6]([O:5][C:1]([CH3:4])([CH3:3])[CH3:2])(=[O:10])[C:7]([CH3:9])=[O:8], predict the reactants needed to synthesize it. The reactants are: [C:1]([OH:5])([CH3:4])([CH3:3])[CH3:2].[C:6](O)(=[O:10])[C:7]([CH3:9])=[O:8].N1C=CC=CC=1.COC(Cl)Cl. (3) The reactants are: [N:1]1[CH:6]=[CH:5][C:4]([CH2:7][NH:8][C:9](=[O:16])[NH:10][O:11][CH2:12][C:13]([OH:15])=O)=[CH:3][CH:2]=1.[NH2:17][C@H:18]([C:31]([N:33]([CH2:43][C:44]1[C:45]2[CH:52]=[CH:51][CH:50]=[CH:49][C:46]=2[S:47][CH:48]=1)[C@@H:34]([CH3:42])[CH:35]([O:39][CH2:40][CH3:41])[O:36][CH2:37][CH3:38])=[O:32])[CH2:19][CH2:20][CH2:21][CH2:22][NH:23][C:24](=[O:30])[O:25][C:26]([CH3:29])([CH3:28])[CH3:27]. Given the product [S:47]1[CH:48]=[C:44]([CH2:43][N:33]([C@@H:34]([CH3:42])[CH:35]([O:36][CH2:37][CH3:38])[O:39][CH2:40][CH3:41])[C:31]([C@H:18]([CH2:19][CH2:20][CH2:21][CH2:22][NH:23][C:24](=[O:30])[O:25][C:26]([CH3:27])([CH3:29])[CH3:28])[NH:17][C:13](=[O:15])[CH2:12][O:11][NH:10][C:9](=[O:16])[NH:8][CH2:7][C:4]2[CH:3]=[CH:2][N:1]=[CH:6][CH:5]=2)=[O:32])[C:45]2[CH:52]=[CH:51][CH:50]=[CH:49][C:46]1=2, predict the reactants needed to synthesize it.